Dataset: CYP2C19 inhibition data for predicting drug metabolism from PubChem BioAssay. Task: Regression/Classification. Given a drug SMILES string, predict its absorption, distribution, metabolism, or excretion properties. Task type varies by dataset: regression for continuous measurements (e.g., permeability, clearance, half-life) or binary classification for categorical outcomes (e.g., BBB penetration, CYP inhibition). Dataset: cyp2c19_veith. (1) The molecule is CCn1c(SCC(=O)NC2CCCCC2)nc2c(c1=O)SC(C)C2. The result is 1 (inhibitor). (2) The compound is CCOc1ccc(OCCOCCN2CCc3ccccc3C2)cc1. The result is 1 (inhibitor). (3) The molecule is COc1ccc2[nH]cc(CCNc3ncnc4ccc(-c5cccc(C#N)c5)cc34)c2c1. The result is 1 (inhibitor). (4) The molecule is CCCCCCCCC(=O)N/N=C/c1ccccn1. The result is 1 (inhibitor). (5) The molecule is O=S(=O)(Nc1ccc2c(c1)OCCO2)c1cccc2cccnc12. The result is 1 (inhibitor). (6) The compound is COc1ccc(S(=O)(=O)N2Cc3ccccc3CC2C(=O)Nc2nccs2)cc1. The result is 1 (inhibitor). (7) The compound is COc1cc(CNCc2ccccn2)ccc1OCc1ccc(Cl)cc1Cl.Cl. The result is 1 (inhibitor).